Dataset: Full USPTO retrosynthesis dataset with 1.9M reactions from patents (1976-2016). Task: Predict the reactants needed to synthesize the given product. (1) The reactants are: [CH2:1]1[C:9]2[C:4](=[CH:5][CH:6]=[CH:7][CH:8]=2)[CH2:3][C:2]1=O.S(Cl)(Cl)(=O)=O.C(=O)([O-])[O-].[K+].[K+].[CH3:22][C:23]1[C:28]([O:29][C:30]2[N:35]=[CH:34][C:33]([NH:36][C:37]([NH2:39])=[S:38])=[CH:32][CH:31]=2)=[CH:27][CH:26]=[CH:25][N:24]=1. Given the product [CH3:22][C:23]1[C:28]([O:29][C:30]2[N:35]=[CH:34][C:33]([NH:36][C:37]3[S:38][C:1]4[C:9]5[C:4](=[CH:5][CH:6]=[CH:7][CH:8]=5)[CH2:3][C:2]=4[N:39]=3)=[CH:32][CH:31]=2)=[CH:27][CH:26]=[CH:25][N:24]=1, predict the reactants needed to synthesize it. (2) Given the product [CH3:1][O:2][C:3]([C:5]1[N:6]=[C:7]([NH:10][C:11](=[O:47])[C@@H:12]([NH:20][C:21](=[O:46])[C@H:22]([NH2:38])[C:23]2[CH:24]=[CH:25][C:26]([O:29][CH2:30][C@H:31]([OH:32])[CH2:35][OH:34])=[CH:27][CH:28]=2)[CH2:13][C:14]2[CH:15]=[CH:16][CH:17]=[CH:18][CH:19]=2)[S:8][CH:9]=1)=[O:4], predict the reactants needed to synthesize it. The reactants are: [CH3:1][O:2][C:3]([C:5]1[N:6]=[C:7]([NH:10][C:11](=[O:47])[C@@H:12]([NH:20][C:21](=[O:46])[C@H:22]([NH:38]C(OC(C)(C)C)=O)[C:23]2[CH:28]=[CH:27][C:26]([O:29][CH2:30][C@H:31]3[CH2:35][O:34]C(C)(C)[O:32]3)=[CH:25][CH:24]=2)[CH2:13][C:14]2[CH:19]=[CH:18][CH:17]=[CH:16][CH:15]=2)[S:8][CH:9]=1)=[O:4].FC(F)(F)C(O)=O. (3) The reactants are: [CH:1]([N:4]1[C:9](=[O:10])[CH:8]=[CH:7][C:6]([C:11]2[N:16]=[C:15]([C:17]#[N:18])[C:14]([NH:19]CC3C=CC(OC)=CC=3)=[N:13][C:12]=2[C:29]2[CH:34]=[CH:33][CH:32]=[CH:31][CH:30]=2)=[N:5]1)([CH3:3])[CH3:2].ClC1C(=O)C(C#N)=C(C#N)C(=O)C=1Cl.CCCCCC.CCOC(C)=O. Given the product [NH2:19][C:14]1[C:15]([C:17]#[N:18])=[N:16][C:11]([C:6]2[CH:7]=[CH:8][C:9](=[O:10])[N:4]([CH:1]([CH3:3])[CH3:2])[N:5]=2)=[C:12]([C:29]2[CH:30]=[CH:31][CH:32]=[CH:33][CH:34]=2)[N:13]=1, predict the reactants needed to synthesize it. (4) Given the product [OH:48][CH2:47][CH2:46][N:4]1[C:5]2[C:10](=[CH:9][CH:8]=[C:7]([CH2:11][O:12][CH:13]3[CH:18]([C:19]4[CH:24]=[CH:23][C:22]([O:25][CH2:26][CH2:27][CH2:28][O:29][CH2:30][C:31]5[CH:36]=[CH:35][CH:34]=[CH:33][C:32]=5[O:37][CH3:38])=[CH:21][CH:20]=4)[CH2:17][CH2:16][N:15]([C:39]([O:41][C:42]([CH3:45])([CH3:44])[CH3:43])=[O:40])[CH2:14]3)[CH:6]=2)[C:2]([CH3:59])([CH3:1])[CH2:3]1, predict the reactants needed to synthesize it. The reactants are: [CH3:1][C:2]1([CH3:59])[C:10]2[C:5](=[CH:6][C:7]([CH2:11][O:12][CH:13]3[CH:18]([C:19]4[CH:24]=[CH:23][C:22]([O:25][CH2:26][CH2:27][CH2:28][O:29][CH2:30][C:31]5[CH:36]=[CH:35][CH:34]=[CH:33][C:32]=5[O:37][CH3:38])=[CH:21][CH:20]=4)[CH2:17][CH2:16][N:15]([C:39]([O:41][C:42]([CH3:45])([CH3:44])[CH3:43])=[O:40])[CH2:14]3)=[CH:8][CH:9]=2)[N:4]([CH2:46][CH2:47][O:48][Si](C(C)C)(C(C)C)C(C)C)[CH2:3]1.[F-].C([N+](CCCC)(CCCC)CCCC)CCC.O. (5) Given the product [CH2:1]([O:3][C:7]1[CH:32]=[CH:31][C:10]([C:11]([NH:13][C:14]2[S:15][C:16]3[C:22]([N:23]4[CH2:24][CH2:25][O:26][CH2:27][CH2:28]4)=[CH:21][CH:20]=[C:19]([O:29][CH3:30])[C:17]=3[N:18]=2)=[O:12])=[CH:9][N:8]=1)[CH3:2], predict the reactants needed to synthesize it. The reactants are: [CH2:1]([OH:3])[CH3:2].[H-].[Na+].Cl[C:7]1[CH:32]=[CH:31][C:10]([C:11]([NH:13][C:14]2[S:15][C:16]3[C:22]([N:23]4[CH2:28][CH2:27][O:26][CH2:25][CH2:24]4)=[CH:21][CH:20]=[C:19]([O:29][CH3:30])[C:17]=3[N:18]=2)=[O:12])=[CH:9][N:8]=1. (6) Given the product [Cl:26][C:24]1[CH:23]=[CH:22][C:21]2[O:27][C:33]3[CH:32]=[CH:31][CH:30]=[CH:29][C:28]=3[C@H:16]3[CH2:7][N:8]([CH3:9])[CH2:18][C@@H:17]3[C:20]=2[CH:25]=1, predict the reactants needed to synthesize it. The reactants are: C(=O)([O-])[O-].[Cs+].[Cs+].[CH3:7][N:8](C)[CH2:9]C(O)=O.CN1C[CH2:18][C@@H:17]([C:20]2[CH:25]=[C:24]([Cl:26])[CH:23]=[CH:22][C:21]=2[OH:27])[C@@H:16]1[C:28]1[CH:33]=[CH:32][CH:31]=[CH:30][C:29]=1Cl.